From a dataset of Forward reaction prediction with 1.9M reactions from USPTO patents (1976-2016). Predict the product of the given reaction. (1) The product is: [F:38][C:39]([F:52])([F:51])[S:40]([O:37][C@@H:15]1[C@@H:16]2[O:17][Si:18]([CH:31]([CH3:33])[CH3:32])([CH:34]([CH3:36])[CH3:35])[O:19][Si:20]([CH:28]([CH3:29])[CH3:30])([CH:25]([CH3:26])[CH3:27])[O:21][CH2:22][C@H:23]2[O:24][C@H:14]1[N:8]1[C:4]2[N:5]=[CH:6][N:7]=[C:2]([NH2:1])[C:3]=2[C:10]([C:11](=[S:13])[NH2:12])=[CH:9]1)(=[O:42])=[O:41]. Given the reactants [NH2:1][C:2]1[C:3]2[C:10]([C:11](=[S:13])[NH2:12])=[CH:9][N:8]([C@@H:14]3[O:24][C@H:23]4[C@@H:16]([O:17][Si:18]([CH:34]([CH3:36])[CH3:35])([CH:31]([CH3:33])[CH3:32])[O:19][Si:20]([CH:28]([CH3:30])[CH3:29])([CH:25]([CH3:27])[CH3:26])[O:21][CH2:22]4)[C@H:15]3[OH:37])[C:4]=2[N:5]=[CH:6][N:7]=1.[F:38][C:39]([F:52])([F:51])[S:40](O[S:40]([C:39]([F:52])([F:51])[F:38])(=[O:42])=[O:41])(=[O:42])=[O:41], predict the reaction product. (2) Given the reactants C(O[C@H]1C2C(=CC(OCCC)=CC=2)[C@@H](N)C1)C=C.[CH2:19]([O:22][C@H:23]1[C:31]2[C:26](=[CH:27][C:28]([CH3:33])=[CH:29][C:30]=2[CH3:32])[C@@H:25]([NH:34]C(=O)C(F)(F)F)[CH2:24]1)[CH:20]=[CH2:21].FC(F)(F)C(N[C@H]1C2C(=CC=C(C)C=2)[C@@H](O)C1)=O, predict the reaction product. The product is: [CH2:19]([O:22][C@H:23]1[C:31]2[C:26](=[CH:27][C:28]([CH3:33])=[CH:29][C:30]=2[CH3:32])[C@@H:25]([NH2:34])[CH2:24]1)[CH:20]=[CH2:21]. (3) Given the reactants [Cl:1][C:2]1[N:3]=[CH:4][NH:5][C:6]=1[Cl:7].[OH-].[K+].[Br:10][CH2:11][CH2:12][C:13]1[CH:22]=[CH:21][C:20]2[C:15](=[CH:16][CH:17]=[CH:18][CH:19]=2)[CH:14]=1.[Br:23][CH2:24][C:25]1[CH:30]=[C:29]([CH2:31]Br)[CH:28]=[C:27]([CH2:33]Br)[CH:26]=1.[CH2:35]1[CH2:39]O[CH2:37][CH2:36]1, predict the reaction product. The product is: [Br-:10].[C:29]1([CH2:31][N+:3]2[C:2]([Cl:1])=[C:6]([Cl:7])[N:5]([CH2:11][CH2:12][C:13]3[CH:22]=[CH:21][C:20]4[C:15](=[CH:16][CH:17]=[CH:18][CH:19]=4)[CH:14]=3)[CH:4]=2)[CH:30]=[C:25]([CH2:24][N+:3]2[C:2]([Cl:1])=[C:6]([Cl:7])[N:5]([CH2:11][CH2:12][C:13]3[CH:22]=[CH:21][C:20]4[C:15](=[CH:16][CH:17]=[CH:18][CH:19]=4)[CH:14]=3)[CH:4]=2)[CH:26]=[C:27]([CH2:33][N+:3]2[C:2]([Cl:1])=[C:6]([Cl:7])[N:5]([CH2:37][CH2:36][C:35]3[CH:39]=[CH:37][C:36]4[C:35](=[CH:36][CH:37]=[CH:39][CH:35]=4)[CH:39]=3)[CH:4]=2)[CH:28]=1.[Br-:23].[Br-:10]. (4) Given the reactants [F:1][C:2]([F:34])([F:33])[C:3]1[CH:4]=[C:5]([CH:26]=[C:27]([C:29]([F:32])([F:31])[F:30])[CH:28]=1)[C:6]([N:8]1[CH2:25][CH2:24][C:11]2([N:15]([C:16]3[CH:21]=[CH:20][CH:19]=[CH:18][C:17]=3[CH3:22])[CH2:14][NH:13][C:12]2=[O:23])[CH2:10][CH2:9]1)=[O:7].Cl[CH2:36][C:37]1[N:38]([CH3:42])[CH:39]=[CH:40][N:41]=1, predict the reaction product. The product is: [F:34][C:2]([F:1])([F:33])[C:3]1[CH:4]=[C:5]([CH:26]=[C:27]([C:29]([F:32])([F:31])[F:30])[CH:28]=1)[C:6]([N:8]1[CH2:25][CH2:24][C:11]2([N:15]([C:16]3[CH:21]=[CH:20][CH:19]=[CH:18][C:17]=3[CH3:22])[CH2:14][N:13]([CH2:36][C:37]3[N:38]([CH3:42])[CH:39]=[CH:40][N:41]=3)[C:12]2=[O:23])[CH2:10][CH2:9]1)=[O:7]. (5) Given the reactants [F:1][C:2]1[CH:10]=[C:9]2[C:5]([CH2:6][CH2:7][C:8]2([CH3:12])[CH3:11])=[CH:4][C:3]=1[O:13]C.B(Br)(Br)Br.CO.C([O-])(O)=O.[Na+], predict the reaction product. The product is: [F:1][C:2]1[CH:10]=[C:9]2[C:5]([CH2:6][CH2:7][C:8]2([CH3:11])[CH3:12])=[CH:4][C:3]=1[OH:13]. (6) Given the reactants C[O:2][C:3](=[O:45])[CH2:4][NH:5][CH2:6][CH2:7][C:8]1[CH:13]=[CH:12][CH:11]=[C:10]([O:14][CH2:15][CH2:16][CH2:17][N:18]([CH2:33][C:34]2[CH:39]=[CH:38][CH:37]=[C:36]([C:40]([F:43])([F:42])[F:41])[C:35]=2[Cl:44])[CH2:19][CH:20]([C:27]2[CH:32]=[CH:31][CH:30]=[CH:29][CH:28]=2)[C:21]2[CH:26]=[CH:25][CH:24]=[CH:23][CH:22]=2)[CH:9]=1.O.[OH-].[Li+].Cl, predict the reaction product. The product is: [ClH:44].[Cl:44][C:35]1[C:36]([C:40]([F:41])([F:42])[F:43])=[CH:37][CH:38]=[CH:39][C:34]=1[CH2:33][N:18]([CH2:19][CH:20]([C:27]1[CH:28]=[CH:29][CH:30]=[CH:31][CH:32]=1)[C:21]1[CH:22]=[CH:23][CH:24]=[CH:25][CH:26]=1)[CH2:17][CH2:16][CH2:15][O:14][C:10]1[CH:9]=[C:8]([CH2:7][CH2:6][NH:5][CH2:4][C:3]([OH:45])=[O:2])[CH:13]=[CH:12][CH:11]=1. (7) Given the reactants [NH2:1][C:2]1[CH:3]=[C:4]2[C:8](=[CH:9][CH:10]=1)[N:7]([C:11]1[CH:16]=[CH:15][C:14]([NH2:17])=[CH:13][CH:12]=1)[N:6]=[CH:5]2.[NH:18]1[C:26]2[C:21](=[CH:22][C:23]([C:27]([OH:29])=O)=[CH:24][CH:25]=2)[CH:20]=[CH:19]1, predict the reaction product. The product is: [NH:18]1[C:26]2[C:21](=[CH:22][C:23]([C:27]([NH:1][C:2]3[CH:3]=[C:4]4[C:8](=[CH:9][CH:10]=3)[N:7]([C:11]3[CH:16]=[CH:15][C:14]([NH:17][C:27]([C:23]5[CH:22]=[C:21]6[C:26](=[CH:25][CH:24]=5)[NH:18][CH:19]=[CH:20]6)=[O:29])=[CH:13][CH:12]=3)[N:6]=[CH:5]4)=[O:29])=[CH:24][CH:25]=2)[CH:20]=[CH:19]1. (8) Given the reactants [OH2:1].[OH-].[Na+].[C:4]1([OH:10])[CH:9]=[CH:8][CH:7]=[CH:6][CH:5]=1.[C:11](Cl)(Cl)=[O:12], predict the reaction product. The product is: [C:11](=[O:12])([O:1][C:4]1[CH:9]=[CH:8][CH:7]=[CH:6][CH:5]=1)[O:10][C:4]1[CH:9]=[CH:8][CH:7]=[CH:6][CH:5]=1.